From a dataset of CYP2D6 inhibition data for predicting drug metabolism from PubChem BioAssay. Regression/Classification. Given a drug SMILES string, predict its absorption, distribution, metabolism, or excretion properties. Task type varies by dataset: regression for continuous measurements (e.g., permeability, clearance, half-life) or binary classification for categorical outcomes (e.g., BBB penetration, CYP inhibition). Dataset: cyp2d6_veith. (1) The compound is CC(NC1CCCC1)C(=O)Nc1ccccc1-c1ccccc1. The result is 1 (inhibitor). (2) The compound is COC(=O)c1c(C)ccc2c(O)c3c(cc12)C(=O)c1c2c(cc(O)c1C3=O)[C@@]1(C)O[C@@](C)(O2)[C@@H](O)[C@H](N(C)C)[C@H]1O. The result is 0 (non-inhibitor). (3) The drug is CC(Sc1nc(-c2ccccc2)cc(C(F)(F)F)n1)C(=O)N1CCCCC1. The result is 0 (non-inhibitor). (4) The compound is OC[C@@H]1O[C@@H](n2cnc3c(Nc4ccccc4)ncnc32)[C@@H](O)[C@H]1O. The result is 0 (non-inhibitor). (5) The drug is Cc1ccccc1S(=O)(=O)O[C@@H]1NS(=O)(=O)c2ccccc21. The result is 0 (non-inhibitor). (6) The drug is CCCCc1cc2ccccc2c(OCCN(C)C)n1. The result is 1 (inhibitor). (7) The result is 0 (non-inhibitor). The molecule is COC(=O)N1CCC2(CC1)CN(c1ccncc1)C2. (8) The drug is CCN(CC)S(=O)(=O)c1ccc(C(=O)NC2=C(C(=O)OC)SCC2)cc1. The result is 0 (non-inhibitor). (9) The molecule is Cc1ccc(S(=O)(=O)N/N=C/c2cccn2-c2ccc(Cl)cc2)cc1. The result is 0 (non-inhibitor).